Task: Predict the reaction yield, written as a fraction of the theoretical maximum amount of product (1.0 means a 100% yield; for example, 0.34 means a 34% yield).. Dataset: Reaction yield outcomes from USPTO patents with 853,638 reactions (1) The product is [ClH:35].[C:1]1([CH:7]([NH:9][C:10]2[CH:11]=[C:12]([N:22]3[CH2:23][CH2:24][NH:25][CH2:26][CH2:27]3)[CH:13]=[CH:14][C:15]=2[C:16](=[O:21])[C:17]([F:20])([F:18])[F:19])[CH3:8])[CH:6]=[CH:5][CH:4]=[CH:3][CH:2]=1. The catalyst is ClCCl.C(OCC)C. The yield is 0.720. The reactants are [C:1]1([CH:7]([NH:9][C:10]2[CH:11]=[C:12]([N:22]3[CH2:27][CH2:26][N:25](C(OC(C)(C)C)=O)[CH2:24][CH2:23]3)[CH:13]=[CH:14][C:15]=2[C:16](=[O:21])[C:17]([F:20])([F:19])[F:18])[CH3:8])[CH:6]=[CH:5][CH:4]=[CH:3][CH:2]=1.[ClH:35]. (2) The reactants are [C:1]([C:3]([C:11]1[S:12][C:13]([C:16]#[N:17])=[CH:14][CH:15]=1)([CH:8]([CH3:10])[CH3:9])[CH2:4][CH2:5][CH2:6]O)#[N:2].C(N(CC)CC)C.S(Cl)(C)(=O)=O.[I].[Na].[C:32]([O:36][C:37]([NH:39][C@@H:40]1[CH2:44][CH2:43][NH:42][CH2:41]1)=[O:38])([CH3:35])([CH3:34])[CH3:33]. The catalyst is C(#N)C.[Cl-].[Na+].O. The product is [C:1]([C:3]([C:11]1[S:12][C:13]([C:16]#[N:17])=[CH:14][CH:15]=1)([CH:8]([CH3:10])[CH3:9])[CH2:4][CH2:5][CH2:6][N:42]1[CH2:43][CH2:44][C@@H:40]([NH:39][C:37]([O:36][C:32]([CH3:35])([CH3:34])[CH3:33])=[O:38])[CH2:41]1)#[N:2]. The yield is 0.920. (3) The reactants are [Cl:1][C:2]1[CH:7]=[C:6]([F:8])[CH:5]=[CH:4][C:3]=1[S:9]([NH:12][CH2:13][CH2:14][CH2:15][CH2:16][NH:17][C:18]([C@@H:20]([NH:25][C:26]([C:28]1[C:29]2[CH2:30][CH2:31][NH:32][CH2:33][C:34]=2[CH:35]=[CH:36][CH:37]=1)=[O:27])[CH2:21][CH:22]([CH3:24])[CH3:23])=[O:19])(=[O:11])=[O:10].Cl[CH2:39][C:40]1[CH:45]=[CH:44][CH:43]=[CH:42][CH:41]=1.C(N(CC)CC)C. The catalyst is C(Cl)Cl. The product is [Cl:1][C:2]1[CH:7]=[C:6]([F:8])[CH:5]=[CH:4][C:3]=1[S:9]([NH:12][CH2:13][CH2:14][CH2:15][CH2:16][NH:17][C:18]([C@@H:20]([NH:25][C:26]([C:28]1[C:29]2[CH2:30][CH2:31][N:32]([CH2:39][C:40]3[CH:45]=[CH:44][CH:43]=[CH:42][CH:41]=3)[CH2:33][C:34]=2[CH:35]=[CH:36][CH:37]=1)=[O:27])[CH2:21][CH:22]([CH3:24])[CH3:23])=[O:19])(=[O:11])=[O:10]. The yield is 0.980. (4) The reactants are [CH3:1][O:2][C:3](=[O:14])[C@H:4]([CH2:6][C:7]1[CH:12]=[CH:11][C:10]([OH:13])=[CH:9][CH:8]=1)[NH2:5].[C:15]([CH:19]1[CH2:28][CH2:27][C:26]2[N:25]=[C:24]3[S:29][C:30]([C:32](Cl)=[O:33])=[CH:31][C:23]3=[CH:22][C:21]=2[CH2:20]1)([CH3:18])([CH3:17])[CH3:16].Cl.O. The catalyst is CN(C=O)C. The product is [CH3:1][O:2][C:3](=[O:14])[C@@H:4]([NH:5][C:32]([C:30]1[S:29][C:24]2=[N:25][C:26]3[CH2:27][CH2:28][CH:19]([C:15]([CH3:17])([CH3:16])[CH3:18])[CH2:20][C:21]=3[CH:22]=[C:23]2[CH:31]=1)=[O:33])[CH2:6][C:7]1[CH:8]=[CH:9][C:10]([OH:13])=[CH:11][CH:12]=1. The yield is 0.920. (5) The reactants are C(Cl)CCl.C1C=CC2N(O)N=NC=2C=1.[NH:15]([CH2:18][CH3:19])[CH2:16][CH3:17].CCN(CC)CC.[CH2:27]([O:29][C:30]1[C:31]([C:58]([OH:60])=O)=[N:32][C:33]([C:42]2[CH:47]=[CH:46][C:45]([NH:48][C:49]([NH:51][C:52]3[CH:57]=[CH:56][CH:55]=[CH:54][CH:53]=3)=[O:50])=[CH:44][CH:43]=2)=[N:34][C:35]=1[N:36]1[CH2:41][CH2:40][O:39][CH2:38][CH2:37]1)[CH3:28]. The catalyst is CN(C=O)C. The product is [CH2:16]([N:15]([CH2:18][CH3:19])[C:58]([C:31]1[C:30]([O:29][CH2:27][CH3:28])=[C:35]([N:36]2[CH2:41][CH2:40][O:39][CH2:38][CH2:37]2)[N:34]=[C:33]([C:42]2[CH:47]=[CH:46][C:45]([NH:48][C:49]([NH:51][C:52]3[CH:53]=[CH:54][CH:55]=[CH:56][CH:57]=3)=[O:50])=[CH:44][CH:43]=2)[N:32]=1)=[O:60])[CH3:17]. The yield is 0.480. (6) The reactants are [CH2:1]([C:3]([CH2:8][OH:9])([CH2:6][OH:7])[CH2:4]C)[OH:2].[CH2:10](C(CO)(C)C)O. The catalyst is CC(C)=O.C1(C)C=CC(S(O)(=O)=O)=CC=1. The product is [CH2-:10][C:8]([CH3:3])=[O:9].[CH2:1]([C:3]([CH2:8][OH:9])([CH3:4])[CH2:6][OH:7])[OH:2]. The yield is 0.870. (7) The reactants are [CH3:1][O:2][C:3]([C:5]1([C:8]2[CH:13]=[C:12](I)[C:11]([O:15][CH2:16][C:17]([CH3:19])=[CH2:18])=[C:10](I)[CH:9]=2)[CH2:7][CH2:6]1)=[O:4].CCCC[SnH](CCCC)CCCC.CC(N=NC(C#N)(C)C)(C#N)C. The catalyst is C1(C)C=CC=CC=1. The product is [CH3:1][O:2][C:3]([C:5]1([C:8]2[CH:13]=[CH:12][C:11]3[O:15][CH2:16][C:17]([CH3:19])([CH3:18])[C:10]=3[CH:9]=2)[CH2:7][CH2:6]1)=[O:4]. The yield is 0.620. (8) The reactants are C(OC([NH:8][CH2:9][CH2:10][CH:11]1[CH2:16][CH2:15][CH2:14][N:13]([C:17]([NH2:19])=[O:18])[CH2:12]1)=O)(C)(C)C.S(=O)(=O)(O)O. The catalyst is CO.O1CCOCC1. The product is [NH2:8][CH2:9][CH2:10][CH:11]1[CH2:16][CH2:15][CH2:14][N:13]([C:17]([NH2:19])=[O:18])[CH2:12]1. The yield is 0.940. (9) The reactants are [NH2:1][C:2]1[C:7]([C:8]2[O:12][N:11]=[C:10]([CH2:13][C:14]3[CH:19]=[CH:18][C:17]([OH:20])=[CH:16][CH:15]=3)[CH:9]=2)=[CH:6][CH:5]=[C:4]([NH2:21])[N:3]=1.CO.[OH-].[Na+].Cl[CH2:27][C:28]1[CH:33]=[CH:32][CH:31]=[C:30]([CH3:34])[N:29]=1. The catalyst is CN(C)C=O. The product is [CH3:27][C:28]1[N:29]=[C:30]([CH2:34][O:20][C:17]2[CH:18]=[CH:19][C:14]([CH2:13][C:10]3[CH:9]=[C:8]([C:7]4[C:2]([NH2:1])=[N:3][C:4]([NH2:21])=[CH:5][CH:6]=4)[O:12][N:11]=3)=[CH:15][CH:16]=2)[CH:31]=[CH:32][CH:33]=1. The yield is 0.515. (10) The reactants are CS[C:3]1[N:8]=[C:7]([C:9]2[S:13][C:12]([S:14](Cl)(=[O:16])=[O:15])=[CH:11][CH:10]=2)[CH:6]=[CH:5][N:4]=1.[NH:18]1[CH2:23][CH2:22][O:21][CH2:20][CH2:19]1.[CH2:24](N(CC)CC)C.OO[S:33]([O-:35])=[O:34].[K+]. The yield is 0.730. The catalyst is O1CCCC1.CC(C)=O.O.O. The product is [CH3:24][S:33]([C:3]1[N:8]=[C:7]([C:9]2[S:13][C:12]([S:14]([N:18]3[CH2:23][CH2:22][O:21][CH2:20][CH2:19]3)(=[O:16])=[O:15])=[CH:11][CH:10]=2)[CH:6]=[CH:5][N:4]=1)(=[O:35])=[O:34].